Dataset: Forward reaction prediction with 1.9M reactions from USPTO patents (1976-2016). Task: Predict the product of the given reaction. (1) Given the reactants [NH2:1][C:2]([CH2:7][CH2:8][C:9]1[CH:14]=[CH:13][C:12]([O:15][CH2:16][C:17]2[CH:22]=[CH:21][CH:20]=[CH:19][CH:18]=2)=[CH:11][CH:10]=1)([CH2:5][OH:6])[CH2:3][OH:4].[CH2:23](C(CC)(CC)C([O-])([O-])[O-])[CH3:24].C(O)(=O)C, predict the reaction product. The product is: [CH2:16]([O:15][C:12]1[CH:13]=[CH:14][C:9]([CH2:8][CH2:7][C:2]2([CH2:5][OH:6])[CH2:3][O:4][C:23]([CH3:24])=[N:1]2)=[CH:10][CH:11]=1)[C:17]1[CH:22]=[CH:21][CH:20]=[CH:19][CH:18]=1. (2) Given the reactants [OH:1][C:2]1[N:6]([CH3:7])[N:5]=[C:4]([C:8]([F:11])([F:10])[F:9])[CH:3]=1.[C:12](=O)([O-])[O-:13].[K+].[K+].C=O.Br[CH2:21][C:22]([O:24][CH2:25][CH3:26])=[O:23], predict the reaction product. The product is: [CH2:25]([O:24][C:22]([CH2:21][O:1][C:2]1[N:6]([CH3:7])[N:5]=[C:4]([C:8]([F:11])([F:10])[F:9])[C:3]=1[CH2:12][OH:13])=[O:23])[CH3:26]. (3) Given the reactants [Br:1][C:2]1[CH:10]=[CH:9][C:5]([C:6](O)=[O:7])=[C:4]([F:11])[CH:3]=1.Cl.[CH3:13][O:14][NH:15][CH3:16].CC(C)N=C=NC(C)C, predict the reaction product. The product is: [Br:1][C:2]1[CH:10]=[CH:9][C:5]([C:6]([N:15]([O:14][CH3:13])[CH3:16])=[O:7])=[C:4]([F:11])[CH:3]=1. (4) Given the reactants C(OC([N:8]1[CH2:17][CH2:16][C:15]2[C@:10]([CH2:28][O:29][CH2:30][CH3:31])([CH2:11][C:12]3[CH:20]=[N:19][N:18]([C:21]4[CH:26]=[CH:25][C:24]([F:27])=[CH:23][CH:22]=4)[C:13]=3[CH:14]=2)[CH2:9]1)=O)(C)(C)C.[N:32]1[CH:37]=[CH:36][CH:35]=[C:34]([S:38](Cl)(=[O:40])=[O:39])[CH:33]=1, predict the reaction product. The product is: [CH2:30]([O:29][CH2:28][C@@:10]12[CH2:9][N:8]([S:38]([C:34]3[CH:33]=[N:32][CH:37]=[CH:36][CH:35]=3)(=[O:40])=[O:39])[CH2:17][CH2:16][C:15]1=[CH:14][C:13]1[N:18]([C:21]3[CH:26]=[CH:25][C:24]([F:27])=[CH:23][CH:22]=3)[N:19]=[CH:20][C:12]=1[CH2:11]2)[CH3:31]. (5) Given the reactants [Br:1][C:2]1[C:10]2[C:9](=[O:11])[NH:8][CH:7]=[N:6][C:5]=2[N:4]([C@H:12]2[O:18][C@@H:17]([CH2:19][O:20]C(=O)C3C=CC=CC=3)[C@:15](C(=O)C3C=CC=CC=3)([OH:16])[C@:13]2(C(=O)C2C=CC=CC=2)[OH:14])[N:3]=1, predict the reaction product. The product is: [Br:1][C:2]1[C:10]2[C:9](=[O:11])[NH:8][CH:7]=[N:6][C:5]=2[N:4]([C@H:12]2[O:18][C@@H:17]([CH2:19][OH:20])[C@H:15]([OH:16])[C@@H:13]2[OH:14])[N:3]=1. (6) Given the reactants [CH3:1][S:2]([C:5]1[CH:10]=[CH:9][CH:8]=[CH:7][C:6]=1[CH2:11]O)(=[O:4])=[O:3].P(Br)(Br)[Br:14], predict the reaction product. The product is: [Br:14][CH2:11][C:6]1[CH:7]=[CH:8][CH:9]=[CH:10][C:5]=1[S:2]([CH3:1])(=[O:4])=[O:3]. (7) Given the reactants [CH2:1]([C:3]1[N:7]2[C:8]3[CH:9]=[C:10]([C:17]4[CH:22]=[CH:21][CH:20]=[CH:19][CH:18]=4)[C:11](=O)[NH:12][C:13]=3[CH:14]=[CH:15][C:6]2=[N:5][N:4]=1)[CH3:2].O=P(Cl)(Cl)[Cl:25], predict the reaction product. The product is: [Cl:25][C:11]1[N:12]=[C:13]2[C:8](=[CH:9][C:10]=1[C:17]1[CH:22]=[CH:21][CH:20]=[CH:19][CH:18]=1)[N:7]1[C:3]([CH2:1][CH3:2])=[N:4][N:5]=[C:6]1[CH:15]=[CH:14]2. (8) Given the reactants [F:1][C:2]([S:5][C:6]1[CH:7]=[C:8]([C:12](=[O:14])[CH3:13])[CH:9]=[CH:10][CH:11]=1)([F:4])[F:3].[OH:15]OS([O-])=O.[K+], predict the reaction product. The product is: [F:1][C:2]([F:4])([F:3])[S:5]([C:6]1[CH:7]=[C:8]([C:12](=[O:14])[CH3:13])[CH:9]=[CH:10][CH:11]=1)=[O:15]. (9) Given the reactants C[O:2][C:3]([C:5]1[CH:6]=[CH:7][C:8]2[CH2:14][CH2:13][CH2:12][CH:11]([N:15]([C:34]([O:36][C:37]([CH3:40])([CH3:39])[CH3:38])=[O:35])[CH2:16][C@H:17]([O:26][Si:27]([CH2:32][CH3:33])([CH2:30][CH3:31])[CH2:28][CH3:29])[CH2:18][O:19][C:20]3[CH:25]=[CH:24][CH:23]=[CH:22][CH:21]=3)[CH2:10][C:9]=2[CH:41]=1)=O.[H-].C([Al+]CC(C)C)C(C)C.C(=O)(O)[O-].[Na+], predict the reaction product. The product is: [OH:2][CH2:3][C:5]1[CH:6]=[CH:7][C:8]2[CH2:14][CH2:13][CH2:12][CH:11]([N:15]([C:34]([O:36][C:37]([CH3:38])([CH3:40])[CH3:39])=[O:35])[CH2:16][C@H:17]([O:26][Si:27]([CH2:28][CH3:29])([CH2:32][CH3:33])[CH2:30][CH3:31])[CH2:18][O:19][C:20]3[CH:25]=[CH:24][CH:23]=[CH:22][CH:21]=3)[CH2:10][C:9]=2[CH:41]=1. (10) Given the reactants [C:1]1(=[O:8])[NH:7][CH2:6][CH2:5][CH2:4][CH2:3][CH2:2]1.[CH2:9]=O.[CH:11](=[O:15])[CH:12]([CH3:14])[CH3:13].Cl.[OH-].[Na+], predict the reaction product. The product is: [CH3:13][C:12]([CH3:9])([CH:11]=[O:15])[CH2:14][N:7]1[CH2:6][CH2:5][CH2:4][CH2:3][CH2:2][C:1]1=[O:8].